This data is from Peptide-MHC class I binding affinity with 185,985 pairs from IEDB/IMGT. The task is: Regression. Given a peptide amino acid sequence and an MHC pseudo amino acid sequence, predict their binding affinity value. This is MHC class I binding data. (1) The binding affinity (normalized) is 0.0847. The peptide sequence is KCRVKMEKL. The MHC is HLA-A80:01 with pseudo-sequence HLA-A80:01. (2) The peptide sequence is NFFTELENKK. The MHC is HLA-A03:01 with pseudo-sequence HLA-A03:01. The binding affinity (normalized) is 0. (3) The peptide sequence is AEALGPFQS. The MHC is H-2-Kb with pseudo-sequence H-2-Kb. The binding affinity (normalized) is 0.128.